From a dataset of Peptide-MHC class II binding affinity with 134,281 pairs from IEDB. Regression. Given a peptide amino acid sequence and an MHC pseudo amino acid sequence, predict their binding affinity value. This is MHC class II binding data. The peptide sequence is GILQAYDLRDAPETP. The MHC is HLA-DQA10102-DQB10602 with pseudo-sequence HLA-DQA10102-DQB10602. The binding affinity (normalized) is 0.287.